Task: Regression. Given two drug SMILES strings and cell line genomic features, predict the synergy score measuring deviation from expected non-interaction effect.. Dataset: NCI-60 drug combinations with 297,098 pairs across 59 cell lines (1) Drug 1: CCCS(=O)(=O)NC1=C(C(=C(C=C1)F)C(=O)C2=CNC3=C2C=C(C=N3)C4=CC=C(C=C4)Cl)F. Drug 2: CCC1(CC2CC(C3=C(CCN(C2)C1)C4=CC=CC=C4N3)(C5=C(C=C6C(=C5)C78CCN9C7C(C=CC9)(C(C(C8N6C)(C(=O)OC)O)OC(=O)C)CC)OC)C(=O)OC)O.OS(=O)(=O)O. Cell line: UACC-257. Synergy scores: CSS=52.4, Synergy_ZIP=-7.79, Synergy_Bliss=-2.71, Synergy_Loewe=-11.3, Synergy_HSA=-0.212. (2) Drug 1: COC1=C(C=C2C(=C1)N=CN=C2NC3=CC(=C(C=C3)F)Cl)OCCCN4CCOCC4. Drug 2: CS(=O)(=O)CCNCC1=CC=C(O1)C2=CC3=C(C=C2)N=CN=C3NC4=CC(=C(C=C4)OCC5=CC(=CC=C5)F)Cl. Cell line: K-562. Synergy scores: CSS=2.15, Synergy_ZIP=0.168, Synergy_Bliss=3.16, Synergy_Loewe=0.933, Synergy_HSA=3.12. (3) Drug 1: CN1CCC(CC1)COC2=C(C=C3C(=C2)N=CN=C3NC4=C(C=C(C=C4)Br)F)OC. Cell line: HCT-15. Drug 2: CCC(=C(C1=CC=CC=C1)C2=CC=C(C=C2)OCCN(C)C)C3=CC=CC=C3.C(C(=O)O)C(CC(=O)O)(C(=O)O)O. Synergy scores: CSS=18.4, Synergy_ZIP=0.308, Synergy_Bliss=6.27, Synergy_Loewe=1.09, Synergy_HSA=5.88. (4) Drug 1: CCC1=CC2CC(C3=C(CN(C2)C1)C4=CC=CC=C4N3)(C5=C(C=C6C(=C5)C78CCN9C7C(C=CC9)(C(C(C8N6C)(C(=O)OC)O)OC(=O)C)CC)OC)C(=O)OC.C(C(C(=O)O)O)(C(=O)O)O. Drug 2: C#CCC(CC1=CN=C2C(=N1)C(=NC(=N2)N)N)C3=CC=C(C=C3)C(=O)NC(CCC(=O)O)C(=O)O. Cell line: MOLT-4. Synergy scores: CSS=65.9, Synergy_ZIP=-2.94, Synergy_Bliss=-5.69, Synergy_Loewe=-5.36, Synergy_HSA=-5.37. (5) Drug 1: CC1=C(N=C(N=C1N)C(CC(=O)N)NCC(C(=O)N)N)C(=O)NC(C(C2=CN=CN2)OC3C(C(C(C(O3)CO)O)O)OC4C(C(C(C(O4)CO)O)OC(=O)N)O)C(=O)NC(C)C(C(C)C(=O)NC(C(C)O)C(=O)NCCC5=NC(=CS5)C6=NC(=CS6)C(=O)NCCC[S+](C)C)O. Drug 2: CC1C(C(CC(O1)OC2CC(CC3=C2C(=C4C(=C3O)C(=O)C5=CC=CC=C5C4=O)O)(C(=O)C)O)N)O. Cell line: NCI-H460. Synergy scores: CSS=51.4, Synergy_ZIP=-10.9, Synergy_Bliss=-15.9, Synergy_Loewe=-8.71, Synergy_HSA=-8.10. (6) Drug 1: C1=NC2=C(N1)C(=S)N=C(N2)N. Drug 2: C(=O)(N)NO. Cell line: A498. Synergy scores: CSS=17.8, Synergy_ZIP=-3.77, Synergy_Bliss=-4.02, Synergy_Loewe=-15.2, Synergy_HSA=-4.15. (7) Drug 1: C1=CC(=CC=C1CCCC(=O)O)N(CCCl)CCCl. Drug 2: CCN(CC)CCCC(C)NC1=C2C=C(C=CC2=NC3=C1C=CC(=C3)Cl)OC. Cell line: T-47D. Synergy scores: CSS=8.71, Synergy_ZIP=-8.56, Synergy_Bliss=-17.6, Synergy_Loewe=-16.8, Synergy_HSA=-16.6. (8) Drug 1: C1=CC=C(C=C1)NC(=O)CCCCCCC(=O)NO. Drug 2: COCCOC1=C(C=C2C(=C1)C(=NC=N2)NC3=CC=CC(=C3)C#C)OCCOC.Cl. Cell line: K-562. Synergy scores: CSS=20.8, Synergy_ZIP=-3.85, Synergy_Bliss=3.77, Synergy_Loewe=-11.0, Synergy_HSA=-2.28.